From a dataset of Forward reaction prediction with 1.9M reactions from USPTO patents (1976-2016). Predict the product of the given reaction. (1) Given the reactants C([O:3][C:4]([C@@H:6]1[CH2:11][CH2:10][CH2:9][N:8]([CH2:12][CH:13]([OH:26])[CH2:14][O:15][C:16]2[CH:25]=[CH:24][CH:23]=[C:22]3[C:17]=2[CH:18]=[CH:19][CH:20]=[N:21]3)[CH2:7]1)=[O:5])C.O.CO.[OH-].[Li+:31], predict the reaction product. The product is: [OH:26][CH:13]([CH2:14][O:15][C:16]1[CH:25]=[CH:24][CH:23]=[C:22]2[C:17]=1[CH:18]=[CH:19][CH:20]=[N:21]2)[CH2:12][N:8]1[CH2:9][CH2:10][CH2:11][C@@H:6]([C:4]([O-:5])=[O:3])[CH2:7]1.[Li+:31]. (2) Given the reactants [NH2:1][CH2:2][C:3]1[N:4]=[C:5]([C:31]2[CH:36]=[CH:35][C:34]([CH3:37])=[CH:33][CH:32]=2)[N:6]([C@@H:8]([C:12]2[O:13][C:14]3[C:19]([C:20](=[O:29])[C:21]=2[CH2:22][C:23]2[CH:28]=[CH:27][CH:26]=[CH:25][CH:24]=2)=[CH:18][CH:17]=[C:16]([Cl:30])[CH:15]=3)[CH:9]([CH3:11])[CH3:10])[CH:7]=1.N1C=CC=CC=1.[CH3:44][C:45](OC(C)=O)=[O:46], predict the reaction product. The product is: [CH2:22]([CH:21]1[C:20](=[O:29])[C:19]2[C:14](=[CH:15][C:16]([Cl:30])=[CH:17][CH:18]=2)[O:13][CH:12]1[C@H:8]([N:6]1[CH:7]=[C:3]([CH2:2][NH:1][C:45](=[O:46])[CH3:44])[N:4]=[C:5]1[C:31]1[CH:36]=[CH:35][C:34]([CH3:37])=[CH:33][CH:32]=1)[CH:9]([CH3:11])[CH3:10])[C:23]1[CH:28]=[CH:27][CH:26]=[CH:25][CH:24]=1.